The task is: Regression. Given two drug SMILES strings and cell line genomic features, predict the synergy score measuring deviation from expected non-interaction effect.. This data is from NCI-60 drug combinations with 297,098 pairs across 59 cell lines. (1) Synergy scores: CSS=11.2, Synergy_ZIP=-4.26, Synergy_Bliss=-1.52, Synergy_Loewe=1.01, Synergy_HSA=1.32. Drug 2: C1C(C(OC1N2C=NC(=NC2=O)N)CO)O. Cell line: NCI-H322M. Drug 1: C1=CN(C=N1)CC(O)(P(=O)(O)O)P(=O)(O)O. (2) Drug 1: C1=CC(=CC=C1CCC2=CNC3=C2C(=O)NC(=N3)N)C(=O)NC(CCC(=O)O)C(=O)O. Drug 2: C1=CC(=CC=C1C#N)C(C2=CC=C(C=C2)C#N)N3C=NC=N3. Cell line: K-562. Synergy scores: CSS=41.7, Synergy_ZIP=1.59, Synergy_Bliss=0.658, Synergy_Loewe=-16.1, Synergy_HSA=1.36. (3) Drug 1: CC1=C2C(C(=O)C3(C(CC4C(C3C(C(C2(C)C)(CC1OC(=O)C(C(C5=CC=CC=C5)NC(=O)C6=CC=CC=C6)O)O)OC(=O)C7=CC=CC=C7)(CO4)OC(=O)C)O)C)OC(=O)C. Drug 2: CCC1(CC2CC(C3=C(CCN(C2)C1)C4=CC=CC=C4N3)(C5=C(C=C6C(=C5)C78CCN9C7C(C=CC9)(C(C(C8N6C)(C(=O)OC)O)OC(=O)C)CC)OC)C(=O)OC)O.OS(=O)(=O)O. Cell line: SNB-75. Synergy scores: CSS=-0.826, Synergy_ZIP=1.14, Synergy_Bliss=0.137, Synergy_Loewe=-0.645, Synergy_HSA=-1.39. (4) Drug 1: CC1C(C(=O)NC(C(=O)N2CCCC2C(=O)N(CC(=O)N(C(C(=O)O1)C(C)C)C)C)C(C)C)NC(=O)C3=C4C(=C(C=C3)C)OC5=C(C(=O)C(=C(C5=N4)C(=O)NC6C(OC(=O)C(N(C(=O)CN(C(=O)C7CCCN7C(=O)C(NC6=O)C(C)C)C)C)C(C)C)C)N)C. Drug 2: C1CN(CCN1C(=O)CCBr)C(=O)CCBr. Cell line: OVCAR-5. Synergy scores: CSS=18.1, Synergy_ZIP=-14.2, Synergy_Bliss=-8.39, Synergy_Loewe=-8.80, Synergy_HSA=-6.37. (5) Drug 1: CN(C)N=NC1=C(NC=N1)C(=O)N. Drug 2: CC1=C(C(=CC=C1)Cl)NC(=O)C2=CN=C(S2)NC3=CC(=NC(=N3)C)N4CCN(CC4)CCO. Cell line: MCF7. Synergy scores: CSS=1.67, Synergy_ZIP=2.12, Synergy_Bliss=4.78, Synergy_Loewe=-3.46, Synergy_HSA=-2.44. (6) Drug 1: CC1OCC2C(O1)C(C(C(O2)OC3C4COC(=O)C4C(C5=CC6=C(C=C35)OCO6)C7=CC(=C(C(=C7)OC)O)OC)O)O. Drug 2: C1CNP(=O)(OC1)N(CCCl)CCCl. Cell line: UO-31. Synergy scores: CSS=11.9, Synergy_ZIP=-2.45, Synergy_Bliss=-0.367, Synergy_Loewe=-25.4, Synergy_HSA=-1.57. (7) Drug 1: CC1=C(C=C(C=C1)NC2=NC=CC(=N2)N(C)C3=CC4=NN(C(=C4C=C3)C)C)S(=O)(=O)N.Cl. Drug 2: C1C(C(OC1N2C=NC(=NC2=O)N)CO)O. Cell line: LOX IMVI. Synergy scores: CSS=22.1, Synergy_ZIP=-3.60, Synergy_Bliss=3.82, Synergy_Loewe=0.00501, Synergy_HSA=6.76.